This data is from Catalyst prediction with 721,799 reactions and 888 catalyst types from USPTO. The task is: Predict which catalyst facilitates the given reaction. (1) Reactant: [Cl:1][C:2]1[CH:7]=[CH:6][C:5]([OH:8])=[CH:4][CH:3]=1.C([O-])([O-])=O.[K+].[K+].[CH2:15](Br)[C:16]1[CH:21]=[CH:20][CH:19]=[CH:18][CH:17]=1. Product: [Cl:1][C:2]1[CH:7]=[CH:6][C:5]([O:8][CH2:15][C:16]2[CH:21]=[CH:20][CH:19]=[CH:18][CH:17]=2)=[CH:4][CH:3]=1. The catalyst class is: 21. (2) Reactant: [CH3:1][CH:2]1[CH2:7][CH2:6][CH2:5][CH:4]([CH3:8])[NH:3]1.Cl[Si:10]([CH3:13])([CH3:12])[CH3:11]. Product: [CH3:1][CH:2]1[CH2:7][CH2:6][CH2:5][CH:4]([CH3:8])[N:3]1[Si:10]([CH3:13])([CH3:12])[CH3:11]. The catalyst class is: 81.